Dataset: TCR-epitope binding with 47,182 pairs between 192 epitopes and 23,139 TCRs. Task: Binary Classification. Given a T-cell receptor sequence (or CDR3 region) and an epitope sequence, predict whether binding occurs between them. (1) The TCR CDR3 sequence is CASSHLAGGTYEQYF. Result: 0 (the TCR does not bind to the epitope). The epitope is KLNVGDYFV. (2) The epitope is VLWAHGFEL. The TCR CDR3 sequence is CASTLAGGGSYEQFF. Result: 1 (the TCR binds to the epitope). (3) The epitope is ILHCANFNV. The TCR CDR3 sequence is CASTAGGVWETQYF. Result: 1 (the TCR binds to the epitope). (4) The epitope is FIAGLIAIV. The TCR CDR3 sequence is CASSDWASYEQYF. Result: 1 (the TCR binds to the epitope). (5) The epitope is ALSKGVHFV. The TCR CDR3 sequence is CASSSSGTGYGYTF. Result: 1 (the TCR binds to the epitope). (6) The epitope is YFPLQSYGF. Result: 1 (the TCR binds to the epitope). The TCR CDR3 sequence is CASSFGTPTSYEQYF. (7) The epitope is YEGNSPFHPL. The TCR CDR3 sequence is CASRLTSGGTNTQYF. Result: 0 (the TCR does not bind to the epitope). (8) The epitope is TPQDLNTML. The TCR CDR3 sequence is CASRDPYEQYF. Result: 1 (the TCR binds to the epitope). (9) The epitope is YLQPRTFLL. The TCR CDR3 sequence is CASSLSKNTEAFF. Result: 0 (the TCR does not bind to the epitope).